Dataset: Full USPTO retrosynthesis dataset with 1.9M reactions from patents (1976-2016). Task: Predict the reactants needed to synthesize the given product. (1) Given the product [O:1]1[C:8]2[CH:7]=[C:6]([C:9]([O:11][CH2:15][CH2:16][N:17]([CH2:20][CH3:21])[CH2:18][CH3:19])=[O:10])[NH:5][C:4]=2[CH:3]=[CH:2]1, predict the reactants needed to synthesize it. The reactants are: [O:1]1[C:8]2[CH:7]=[C:6]([C:9]([O-:11])=[O:10])[NH:5][C:4]=2[CH:3]=[CH:2]1.[Na+].Cl.Cl[CH2:15][CH2:16][N:17]([CH2:20][CH3:21])[CH2:18][CH3:19]. (2) The reactants are: [NH2:1][C:2]1[CH:11]=[CH:10][C:9]2[C:4](=[CH:5][CH:6]=[CH:7][CH:8]=2)[N:3]=1.[C:12]1([C:18]2[O:22][N:21]=[CH:20][C:19]=2[CH2:23][CH2:24][C:25](O)=[O:26])[CH:17]=[CH:16][CH:15]=[CH:14][CH:13]=1.O.ON1C2C=CC=CC=2N=N1.Cl.C(N=C=NCCCN(C)C)C. Given the product [N:3]1[C:4]2[C:9](=[CH:8][CH:7]=[CH:6][CH:5]=2)[CH:10]=[CH:11][C:2]=1[NH:1][C:25](=[O:26])[CH2:24][CH2:23][C:19]1[CH:20]=[N:21][O:22][C:18]=1[C:12]1[CH:13]=[CH:14][CH:15]=[CH:16][CH:17]=1, predict the reactants needed to synthesize it. (3) Given the product [OH:50][C:4]1([CH:8]([O:10][C@@H:11]2[CH2:12][CH2:13][C@H:14]([N:17]3[C:22](=[O:23])[C:21]([CH2:24][C:25]4[CH:26]=[CH:27][C:28]([C:31]5[C:32]([C:37]#[N:38])=[CH:33][CH:34]=[CH:35][CH:36]=5)=[CH:29][CH:30]=4)=[C:20]([CH2:39][CH2:40][CH3:41])[N:19]4[N:42]=[CH:43][N:44]=[C:18]34)[CH2:15][CH2:16]2)[CH3:9])[CH2:5][CH2:6][CH2:7]1, predict the reactants needed to synthesize it. The reactants are: C([C:4]1([CH:8]([O:10][CH:11]2[CH2:16][CH2:15][CH:14]([N:17]3[C:22](=[O:23])[C:21]([CH2:24][C:25]4[CH:30]=[CH:29][C:28]([C:31]5[C:32]([C:37]#[N:38])=[CH:33][CH:34]=[CH:35][CH:36]=5)=[CH:27][CH:26]=4)=[C:20]([CH2:39][CH2:40][CH3:41])[N:19]4[N:42]=[CH:43][N:44]=[C:18]34)[CH2:13][CH2:12]2)[CH3:9])[CH2:7][CH2:6][CH2:5]1)(=O)C.OO.FC(F)(F)C(OC(=O)C(F)(F)F)=[O:50].C(=O)([O-])O.[Na+].S([O-])([O-])(=O)=S.[Na+].[Na+]. (4) Given the product [OH:1][C:2]1[CH:7]=[CH:6][CH:5]=[CH:4][C:3]=1[C:8]1[N:13]=[C:12]([CH3:14])[C:11]([CH:15]([CH2:20][CH2:21][CH3:22])[C:16]([OH:18])=[O:17])=[C:10]([C:23]2[CH:24]=[CH:25][C:26]([CH3:29])=[CH:27][CH:28]=2)[N:9]=1, predict the reactants needed to synthesize it. The reactants are: [OH:1][C:2]1[CH:7]=[CH:6][CH:5]=[CH:4][C:3]=1[C:8]1[N:13]=[C:12]([CH3:14])[C:11]([CH:15]([CH2:20][CH2:21][CH3:22])[C:16]([O:18]C)=[O:17])=[C:10]([C:23]2[CH:28]=[CH:27][C:26]([CH3:29])=[CH:25][CH:24]=2)[N:9]=1.[OH-].[Na+].